Dataset: Full USPTO retrosynthesis dataset with 1.9M reactions from patents (1976-2016). Task: Predict the reactants needed to synthesize the given product. (1) Given the product [Cl:1][C:2]1[CH:3]=[C:4]([CH:8]=[C:9]([O:13][C:14]([F:17])([F:16])[F:15])[C:10]=1[O:11][CH3:12])[C:5]([Cl:27])=[O:6], predict the reactants needed to synthesize it. The reactants are: [Cl:1][C:2]1[CH:3]=[C:4]([CH:8]=[C:9]([O:13][C:14]([F:17])([F:16])[F:15])[C:10]=1[O:11][CH3:12])[C:5](O)=[O:6].C1(C)C=CC=CC=1.S(Cl)([Cl:27])=O. (2) Given the product [F:1][C:2]1[CH:3]=[C:4]([C@H:10]2[CH2:14][CH2:13][CH2:12][N:11]2[C:15]2[CH:20]=[CH:19][N:18]3[N:21]=[CH:22][C:23]([C:24]([NH:60][CH2:61][CH2:62][OH:63])=[O:26])=[C:17]3[N:16]=2)[C:5]([O:8][CH3:9])=[N:6][CH:7]=1, predict the reactants needed to synthesize it. The reactants are: [F:1][C:2]1[CH:3]=[C:4]([C@H:10]2[CH2:14][CH2:13][CH2:12][N:11]2[C:15]2[CH:20]=[CH:19][N:18]3[N:21]=[CH:22][C:23]([C:24]([OH:26])=O)=[C:17]3[N:16]=2)[C:5]([O:8][CH3:9])=[N:6][CH:7]=1.CN(C(ON1N=NC2C=CC=NC1=2)=[N+](C)C)C.F[P-](F)(F)(F)(F)F.CCN(C(C)C)C(C)C.[NH2:60][CH2:61][CH2:62][OH:63]. (3) Given the product [Br:1][C:2]1[C:7]([F:8])=[CH:6][C:5]([S:9]([NH:15][CH3:14])(=[O:11])=[O:10])=[C:4]([F:13])[CH:3]=1, predict the reactants needed to synthesize it. The reactants are: [Br:1][C:2]1[C:7]([F:8])=[CH:6][C:5]([S:9](Cl)(=[O:11])=[O:10])=[C:4]([F:13])[CH:3]=1.[CH3:14][NH2:15]. (4) Given the product [CH2:8]([C:3]1[CH:4]=[CH:5][CH:6]=[CH:7][C:2]=1[B:18]([OH:19])[OH:17])[CH3:9], predict the reactants needed to synthesize it. The reactants are: Br[C:2]1[CH:7]=[CH:6][CH:5]=[CH:4][C:3]=1[CH2:8][CH3:9].C([Li])CCC.C([O:17][B:18](OCC)[O:19]CC)C. (5) Given the product [ClH:48].[F:23][C:20]([F:21])([F:22])[C:18]1[CH:19]=[C:14]([CH:15]=[C:16]([C:24]([F:25])([F:26])[F:27])[CH:17]=1)[C:13]([N:10]1[CH2:11][CH2:12][NH:7][CH2:8][CH:9]1[CH2:29][C:30]1[C:38]2[C:33](=[CH:34][CH:35]=[CH:36][CH:37]=2)[NH:32][CH:31]=1)=[O:28], predict the reactants needed to synthesize it. The reactants are: C1COC(C2C=CC(F)=CC=2)(CCC[N:7]2[CH2:12][CH2:11][N:10]([C:13](=[O:28])[C:14]3[CH:19]=[C:18]([C:20]([F:23])([F:22])[F:21])[CH:17]=[C:16]([C:24]([F:27])([F:26])[F:25])[CH:15]=3)[C@H:9]([CH2:29][C:30]3[C:38]4[C:33](=[CH:34][CH:35]=[CH:36][CH:37]=4)[NH:32][CH:31]=3)[CH2:8]2)O1.[ClH:48].